This data is from Full USPTO retrosynthesis dataset with 1.9M reactions from patents (1976-2016). The task is: Predict the reactants needed to synthesize the given product. (1) Given the product [F:16][CH:15]([F:17])[C:13]1[CH:12]=[CH:11][C:10]([F:18])=[C:9]([C:6]2[CH:7]=[CH:8][C:3]([CH2:2][OH:55])=[CH:4][C:5]=2[CH:19]2[CH2:23][CH2:22][CH2:21][C:20]2([CH3:24])[CH3:25])[CH:14]=1, predict the reactants needed to synthesize it. The reactants are: Cl[CH2:2][C:3]1[CH:8]=[CH:7][C:6]([C:9]2[CH:14]=[C:13]([CH:15]([F:17])[F:16])[CH:12]=[CH:11][C:10]=2[F:18])=[C:5]([C@H:19]2[CH2:23][CH2:22][CH2:21][C:20]2([CH3:25])[CH3:24])[CH:4]=1.ClCC1C=CC(C2C=C(C(F)F)C=CC=2F)=C([C@@H]2CCCC2(C)C)C=1.CN(C=[O:55])C.S(Cl)(Cl)=O. (2) The reactants are: [Cl:1][C:2]1[N:7]=[CH:6][C:5]([CH2:8][CH2:9][N:10]([C:13]2[CH:18]=[CH:17][C:16]([CH3:19])=[CH:15][CH:14]=2)[N:11]=O)=[CH:4][CH:3]=1.C(=O)([O-])[O-].[NH4+].[NH4+]. Given the product [Cl:1][C:2]1[CH:3]=[CH:4][C:5]([CH2:8][CH2:9][N:10]([C:13]2[CH:18]=[CH:17][C:16]([CH3:19])=[CH:15][CH:14]=2)[NH2:11])=[CH:6][N:7]=1, predict the reactants needed to synthesize it. (3) Given the product [Cl:5][C:6]1[CH:7]=[CH:8][C:9]([CH2:10][N:11]2[CH:16]=[N:15][C:14]([NH:17][CH:18]3[CH2:22][CH2:21][C:20]([C:23]4[CH:24]=[CH:25][C:26]([F:29])=[CH:27][CH:28]=4)([OH:48])[CH:19]3[OH:3])=[N:13][C:12]2=[O:30])=[CH:31][CH:32]=1, predict the reactants needed to synthesize it. The reactants are: CC(C)=[O:3].[Cl:5][C:6]1[CH:32]=[CH:31][C:9]([CH2:10][N:11]2[CH:16]=[N:15][C:14]([NH:17][CH:18]3[CH2:22][CH2:21][C:20]([C:23]4[CH:28]=[CH:27][C:26]([F:29])=[CH:25][CH:24]=4)=[CH:19]3)=[N:13][C:12]2=[O:30])=[CH:8][CH:7]=1.C[N+]1([O-])CCOCC1.S([O-])([O-])(=O)=S.[Na+].[Na+].[OH2:48].